Predict the product of the given reaction. From a dataset of Forward reaction prediction with 1.9M reactions from USPTO patents (1976-2016). (1) The product is: [Cl:1][C:2]1[C:3]2[N:4]=[C:5]3[NH:6][CH2:8][CH2:9][CH2:10][N:11]3[C:12]=2[C:13]([N+:16]([O-:18])=[O:17])=[CH:14][CH:15]=1. Given the reactants [Cl:1][C:2]1[CH:15]=[CH:14][C:13]([N+:16]([O-:18])=[O:17])=[CH:12][C:3]=1[N:4]=[C:5]1[NH:11][CH2:10][CH2:9][CH2:8]C[NH:6]1.CC(C)([O-])C.[K+], predict the reaction product. (2) Given the reactants [F:1][C:2]([F:13])([F:12])[C:3]1[C:4]([CH:9]([OH:11])[CH3:10])=[N:5][CH:6]=[CH:7][CH:8]=1.[Br:14]Br, predict the reaction product. The product is: [Br:14][C:7]1[CH:8]=[C:3]([C:2]([F:1])([F:12])[F:13])[C:4]([CH:9]([OH:11])[CH3:10])=[N:5][CH:6]=1.